Dataset: Catalyst prediction with 721,799 reactions and 888 catalyst types from USPTO. Task: Predict which catalyst facilitates the given reaction. (1) Reactant: [CH3:1][C:2]([S:9][CH2:10][C@@H:11]1[CH2:16][CH2:15][CH2:14][CH2:13][O:12]1)([CH3:8])[C:3]([O:5]CC)=[O:4].O.[OH-].[Li+]. Product: [CH3:8][C:2]([S:9][CH2:10][C@@H:11]1[CH2:16][CH2:15][CH2:14][CH2:13][O:12]1)([CH3:1])[C:3]([OH:5])=[O:4]. The catalyst class is: 38. (2) Reactant: [CH3:1][C:2]1([C:11]([O:13]C)=[O:12])[CH2:10][C:9]2[C:4](=[CH:5][CH:6]=[CH:7][CH:8]=2)[CH2:3]1.O.[OH-].[Li+].Cl. Product: [CH3:1][C:2]1([C:11]([OH:13])=[O:12])[CH2:10][C:9]2[C:4](=[CH:5][CH:6]=[CH:7][CH:8]=2)[CH2:3]1. The catalyst class is: 670. (3) Reactant: [CH3:1][C:2]1[CH:7]=[CH:6][CH:5]=[CH:4][C:3]=1[C:8]1[CH2:14][CH2:13][CH2:12][CH2:11][CH:10]([OH:15])[CH:9]=1.N1C=CC=CC=1.[C:22](OC(=O)C)(=[O:24])[CH3:23]. Product: [C:22]([O:15][CH:10]1[CH2:11][CH2:12][CH2:13][CH2:14][C:8]([C:3]2[CH:4]=[CH:5][CH:6]=[CH:7][C:2]=2[CH3:1])=[CH:9]1)(=[O:24])[CH3:23]. The catalyst class is: 64. (4) Reactant: Cl[CH2:2][CH2:3][O:4][C:5]1[CH:14]=[C:13]2[C:8]([C:9]([O:15][C:16]3[CH:21]=[CH:20][C:19]([CH3:22])=[CH:18][C:17]=3[C:23]([C:25]3[CH:30]=[CH:29][CH:28]=[CH:27][CH:26]=3)=[O:24])=[CH:10][CH:11]=[N:12]2)=[CH:7][C:6]=1[O:31][CH3:32].[NH2:33][CH2:34][CH2:35][OH:36].C(=O)([O-])[O-].[K+].[K+].O. Product: [OH:36][CH2:35][CH2:34][NH:33][CH2:2][CH2:3][O:4][C:5]1[CH:14]=[C:13]2[C:8]([C:9]([O:15][C:16]3[CH:21]=[CH:20][C:19]([CH3:22])=[CH:18][C:17]=3[C:23]([C:25]3[CH:30]=[CH:29][CH:28]=[CH:27][CH:26]=3)=[O:24])=[CH:10][CH:11]=[N:12]2)=[CH:7][C:6]=1[O:31][CH3:32]. The catalyst class is: 9. (5) Reactant: [NH2:1][C:2]1[CH:23]=[CH:22][C:5]([CH2:6][NH:7]/[CH:8]=[C:9]2\[C:10](=[O:21])[NH:11][C:12](=[O:20])[C:13]3[C:18]\2=[CH:17][C:16]([I:19])=[CH:15][CH:14]=3)=[CH:4][C:3]=1[OH:24].[C:25](Cl)(=[O:28])[CH:26]=[CH2:27]. Product: [OH:24][C:3]1[CH:4]=[C:5]([CH2:6][NH:7]/[CH:8]=[C:9]2\[C:10](=[O:21])[NH:11][C:12](=[O:20])[C:13]3[C:18]\2=[CH:17][C:16]([I:19])=[CH:15][CH:14]=3)[CH:22]=[CH:23][C:2]=1[NH:1][C:25](=[O:28])[CH:26]=[CH2:27]. The catalyst class is: 44. (6) Reactant: [CH2:1]([O:8][C:9]([N:11]1[CH2:20][CH2:19][C:18]2[C:13](=[CH:14][C:15]([NH:21][C:22](=[O:41])[C:23]3[CH:28]=[CH:27][CH:26]=[C:25]([CH:29]4[CH2:33][CH2:32][CH2:31][N:30]4C(OC(C)(C)C)=O)[CH:24]=3)=[CH:16][CH:17]=2)[CH2:12]1)=[O:10])[C:2]1[CH:7]=[CH:6][CH:5]=[CH:4][CH:3]=1.[ClH:42].O1CCOCC1. Product: [ClH:42].[CH2:1]([O:8][C:9]([N:11]1[CH2:20][CH2:19][C:18]2[C:13](=[CH:14][C:15]([NH:21][C:22](=[O:41])[C:23]3[CH:28]=[CH:27][CH:26]=[C:25]([CH:29]4[CH2:33][CH2:32][CH2:31][NH:30]4)[CH:24]=3)=[CH:16][CH:17]=2)[CH2:12]1)=[O:10])[C:2]1[CH:3]=[CH:4][CH:5]=[CH:6][CH:7]=1. The catalyst class is: 2.